Dataset: Forward reaction prediction with 1.9M reactions from USPTO patents (1976-2016). Task: Predict the product of the given reaction. (1) Given the reactants [NH2:1][C:2]1[CH:22]=[CH:21][C:5]2[C:6]([CH3:20])([CH3:19])[CH2:7][CH:8]([NH:12][C:13](=[O:18])[C:14]([F:17])([F:16])[F:15])[C:9](=[O:11])[NH:10][C:4]=2[CH:3]=1.Cl[C:24]1[N:29]=[C:28]([NH:30][C:31]2[C:40]([F:41])=[CH:39][CH:38]=[CH:37][C:32]=2[C:33]([NH:35][CH3:36])=[O:34])[C:27]([Cl:42])=[CH:26][N:25]=1, predict the reaction product. The product is: [Cl:42][C:27]1[C:28]([NH:30][C:31]2[C:40]([F:41])=[CH:39][CH:38]=[CH:37][C:32]=2[C:33]([NH:35][CH3:36])=[O:34])=[N:29][C:24]([NH:1][C:2]2[CH:22]=[CH:21][C:5]3[C:6]([CH3:19])([CH3:20])[CH2:7][CH:8]([NH:12][C:13](=[O:18])[C:14]([F:17])([F:15])[F:16])[C:9](=[O:11])[NH:10][C:4]=3[CH:3]=2)=[N:25][CH:26]=1. (2) Given the reactants C[C:2]1[CH:13]=[CH:12][C:5]([CH2:6]OS(C)(=O)=O)=[CH:4][C:3]=1[N+:14]([O-:16])=[O:15].[CH3:17]N(C=O)C.[C:22]1(=[O:32])[NH:26][C:25](=[O:27])[C:24]2=[CH:28][CH:29]=[CH:30][CH:31]=[C:23]12.[K].Cl, predict the reaction product. The product is: [CH3:17][CH:6]([N:26]1[C:22](=[O:32])[C:23]2[C:24](=[CH:28][CH:29]=[CH:30][CH:31]=2)[C:25]1=[O:27])[C:5]1[CH:12]=[CH:13][CH:2]=[C:3]([N+:14]([O-:16])=[O:15])[CH:4]=1. (3) The product is: [Cl:1][C:2]1[CH:7]=[C:6]([CH:5]=[C:4]([C:9]([F:12])([F:11])[F:10])[N:3]=1)[C:14]#[N:15]. Given the reactants [Cl:1][C:2]1[CH:7]=[C:6](I)[CH:5]=[C:4]([C:9]([F:12])([F:11])[F:10])[N:3]=1.[Cu](C#N)[C:14]#[N:15], predict the reaction product. (4) Given the reactants [F:1][C:2]1[CH:7]=[CH:6][C:5]([C:8]2[N:12]([CH2:13][CH2:14][OH:15])[N:11]=[C:10]([CH3:16])[C:9]=2[C:17]2[CH:18]=[CH:19][C:20]3[O:25][CH2:24][C:23](=[O:26])[NH:22][C:21]=3[CH:27]=2)=[CH:4][CH:3]=1.[CH3:28][C:29](OC(C)=O)=[O:30], predict the reaction product. The product is: [C:29]([O:15][CH2:14][CH2:13][N:12]1[C:8]([C:5]2[CH:4]=[CH:3][C:2]([F:1])=[CH:7][CH:6]=2)=[C:9]([C:17]2[CH:18]=[CH:19][C:20]3[O:25][CH2:24][C:23](=[O:26])[NH:22][C:21]=3[CH:27]=2)[C:10]([CH3:16])=[N:11]1)(=[O:30])[CH3:28]. (5) Given the reactants [C@@H:1]1([O:11][CH2:12][CH2:13][N:14]([CH2:34][CH2:35][O:36][C@@H:37]2[O:45][C@@H:44]([CH3:46])[C@@H:42]([OH:43])[C@@H:40]([OH:41])[C@@H:38]2[OH:39])[CH2:15][C:16]([NH:18][CH2:19][CH2:20][CH2:21][CH2:22][CH2:23][C:24]([O:26]CC2C=CC=CC=2)=[O:25])=[O:17])[O:9][C@@H:8]([CH3:10])[C@@H:6]([OH:7])[C@@H:4]([OH:5])[C@@H:2]1[OH:3], predict the reaction product. The product is: [C@@H:37]1([O:36][CH2:35][CH2:34][N:14]([CH2:13][CH2:12][O:11][C@@H:1]2[O:9][C@@H:8]([CH3:10])[C@@H:6]([OH:7])[C@@H:4]([OH:5])[C@@H:2]2[OH:3])[CH2:15][C:16]([NH:18][CH2:19][CH2:20][CH2:21][CH2:22][CH2:23][C:24]([OH:26])=[O:25])=[O:17])[O:45][C@@H:44]([CH3:46])[C@@H:42]([OH:43])[C@@H:40]([OH:41])[C@@H:38]1[OH:39]. (6) Given the reactants [NH2:1][C:2]1[CH:10]=[CH:9][C:5]([C:6](Cl)=[O:7])=[CH:4][C:3]=1[N+:11]([O-:13])=[O:12].[NH2:14][C:15]1[CH:20]=[C:19]([CH3:21])[CH:18]=[CH:17][N:16]=1.CO, predict the reaction product. The product is: [CH3:21][C:19]1[CH:18]=[CH:17][N:16]=[C:15]([NH:14][C:6](=[O:7])[C:5]2[CH:9]=[CH:10][C:2]([NH2:1])=[C:3]([N+:11]([O-:13])=[O:12])[CH:4]=2)[CH:20]=1. (7) The product is: [C:1]([C:5]1[CH:13]=[C:12]([C:14]([CH3:17])([CH3:16])[CH3:15])[CH:11]=[CH:7][C:6]=1[OH:18])([CH3:4])([CH3:3])[CH3:2]. Given the reactants [C:1]([C:5]1[CH:13]=[C:12]([C:14]([CH3:17])([CH3:16])[CH3:15])[CH:11]=[C:7](C(O)=O)[C:6]=1[OH:18])([CH3:4])([CH3:3])[CH3:2].C(O)(=O)C1C(=CC=CC=1)O, predict the reaction product. (8) Given the reactants C[O:2][C:3](=[O:33])[C:4]1[CH:9]=[CH:8][CH:7]=[N:6][C:5]=1[CH2:10][C@@H:11]1[O:15][C:14]([CH3:17])([CH3:16])[N:13]([C:18]([O:20][C:21]([CH3:24])([CH3:23])[CH3:22])=[O:19])[C@@H:12]1[CH2:25][C:26]1[CH:31]=[CH:30][CH:29]=[CH:28][C:27]=1[F:32].[OH-].[Li+].S(=O)(=O)(O)[O-].[Na+], predict the reaction product. The product is: [C:21]([O:20][C:18]([N:13]1[C@H:12]([CH2:25][C:26]2[CH:31]=[CH:30][CH:29]=[CH:28][C:27]=2[F:32])[C@H:11]([CH2:10][C:5]2[N:6]=[CH:7][CH:8]=[CH:9][C:4]=2[C:3]([OH:33])=[O:2])[O:15][C:14]1([CH3:17])[CH3:16])=[O:19])([CH3:24])([CH3:22])[CH3:23].